From a dataset of Reaction yield outcomes from USPTO patents with 853,638 reactions. Predict the reaction yield, written as a fraction of the theoretical maximum amount of product (1.0 means a 100% yield; for example, 0.34 means a 34% yield). (1) The reactants are [Br:1][C:2]1[C:3]([F:11])=[C:4]([CH:8]=[CH:9][CH:10]=1)[C:5]([OH:7])=[O:6].[CH3:12]OC(OC)OC.C1(C)C=CC(S(O)(=O)=O)=CC=1. The catalyst is CO. The product is [Br:1][C:2]1[C:3]([F:11])=[C:4]([CH:8]=[CH:9][CH:10]=1)[C:5]([O:7][CH3:12])=[O:6]. The yield is 0.840. (2) The reactants are [CH3:1][N:2]([CH3:15])[CH:3]1[CH2:7][CH2:6][N:5](C(OC(C)(C)C)=O)[CH2:4]1.[ClH:16]. The catalyst is C(Cl)Cl.O1CCOCC1. The product is [ClH:16].[CH3:1][N:2]([CH3:15])[CH:3]1[CH2:7][CH2:6][NH:5][CH2:4]1. The yield is 0.923. (3) The reactants are [H-].[Na+].[CH2:3]([O:5][C:6]([C:8]1[S:18][C:11]2[N:12]=[C:13]([NH2:17])[N:14]=[C:15](Cl)[C:10]=2[CH:9]=1)=[O:7])[CH3:4].[CH:19]1[C:24]([CH:25]=[O:26])=[CH:23][C:22]2[O:27][CH2:28][O:29][C:21]=2[CH:20]=1.[Br-].C(N1C=C[N+](C)=C1)C. The catalyst is CN(C=O)C.[Cl-].[Na+].O. The product is [CH2:3]([O:5][C:6]([C:8]1[S:18][C:11]2[N:12]=[C:13]([NH2:17])[N:14]=[C:15]([C:25]([C:24]3[CH:19]=[CH:20][C:21]4[O:29][CH2:28][O:27][C:22]=4[CH:23]=3)=[O:26])[C:10]=2[CH:9]=1)=[O:7])[CH3:4]. The yield is 0.400. (4) The reactants are [CH2:1]([N:8]([CH2:12][CH2:13][OH:14])[CH2:9][CH2:10][OH:11])[C:2]1[CH:7]=[CH:6][CH:5]=[CH:4][CH:3]=1.C(N(CC)CC)C.Cl[C:23](Cl)([O:25]C(=O)OC(Cl)(Cl)Cl)Cl. The catalyst is C1COCC1. The product is [CH2:1]([N:8]1[CH2:12][CH2:13][O:14][C:23](=[O:25])[O:11][CH2:10][CH2:9]1)[C:2]1[CH:7]=[CH:6][CH:5]=[CH:4][CH:3]=1. The yield is 0.780. (5) The catalyst is O1CCCC1.[Zn]. The yield is 0.990. The product is [NH2:2][C:3]1[C:10]([Cl:11])=[CH:9][C:8]([NH2:12])=[CH:7][C:4]=1[C:5]#[N:6]. The reactants are Cl.[NH2:2][C:3]1[C:10]([Cl:11])=[CH:9][C:8]([N+:12]([O-])=O)=[CH:7][C:4]=1[C:5]#[N:6].C(=O)([O-])[O-].[Na+].[Na+]. (6) The yield is 0.330. The catalyst is C1(C)C=CC=CC=1. The reactants are [CH2:1]([N:13]1[C:17]([CH3:18])=[CH:16][CH:15]=[C:14]1[C:19]1[CH:24]=[CH:23][C:22]([OH:25])=[CH:21][CH:20]=1)[CH2:2][CH2:3][CH2:4][CH2:5][CH2:6][CH2:7][CH2:8][CH2:9][CH2:10][CH2:11][CH3:12].O[C@@H:27]([CH2:33][C:34]1[CH:39]=[CH:38][CH:37]=[CH:36][CH:35]=1)[C:28]([O:30][CH2:31][CH3:32])=[O:29].C1(P(C2C=CC=CC=2)C2C=CC=CC=2)C=CC=CC=1.N(C(OCC)=O)=NC(OCC)=O. The product is [CH2:1]([N:13]1[C:17]([CH3:18])=[CH:16][CH:15]=[C:14]1[C:19]1[CH:24]=[CH:23][C:22]([O:25][C@H:27]([CH2:33][C:34]2[CH:35]=[CH:36][CH:37]=[CH:38][CH:39]=2)[C:28]([O:30][CH2:31][CH3:32])=[O:29])=[CH:21][CH:20]=1)[CH2:2][CH2:3][CH2:4][CH2:5][CH2:6][CH2:7][CH2:8][CH2:9][CH2:10][CH2:11][CH3:12].